Task: Predict which catalyst facilitates the given reaction.. Dataset: Catalyst prediction with 721,799 reactions and 888 catalyst types from USPTO (1) Reactant: [CH3:1][Li].[Cl:3][C:4]1[CH:11]=[CH:10][C:7]([CH:8]=[O:9])=[C:6]([N+:12]([O-:14])=[O:13])[CH:5]=1. Product: [Cl:3][C:4]1[CH:11]=[CH:10][C:7]([CH:8]([OH:9])[CH3:1])=[C:6]([N+:12]([O-:14])=[O:13])[CH:5]=1. The catalyst class is: 7. (2) Reactant: [OH-:1].[Na+].[CH3:3][O:4][C:5]1[N:10]2[N:11]=[CH:12][CH:13]=[C:9]2[C:8]([CH:14]=[O:15])=[CH:7][CH:6]=1. Product: [CH3:3][O:4][C:5]1[N:10]2[N:11]=[CH:12][CH:13]=[C:9]2[C:8]([C:14]([OH:1])=[O:15])=[CH:7][CH:6]=1. The catalyst class is: 716.